This data is from Catalyst prediction with 721,799 reactions and 888 catalyst types from USPTO. The task is: Predict which catalyst facilitates the given reaction. (1) Reactant: C(OC([N:8]1[CH2:14][CH2:13][C:12]2[C:15]([CH2:20][CH2:21][CH2:22][CH2:23][CH2:24][NH:25][C:26]([CH:28]3[CH2:32][CH2:31][CH2:30][CH2:29]3)=[O:27])=[C:16]([Cl:19])[CH:17]=[CH:18][C:11]=2[CH2:10][CH2:9]1)=O)(C)(C)C.FC(F)(F)C(O)=O. Product: [Cl:19][C:16]1[CH:17]=[CH:18][C:11]2[CH2:10][CH2:9][NH:8][CH2:14][CH2:13][C:12]=2[C:15]=1[CH2:20][CH2:21][CH2:22][CH2:23][CH2:24][NH:25][C:26]([CH:28]1[CH2:32][CH2:31][CH2:30][CH2:29]1)=[O:27]. The catalyst class is: 4. (2) Reactant: O[C@H:2]1[C:7]2[CH:8]=[C:9]([S:11]([NH2:14])(=[O:13])=[O:12])[S:10][C:6]=2[S:5](=[O:16])(=[O:15])[N:4]([CH2:17][CH2:18][CH2:19][O:20][CH3:21])[CH2:3]1.[CH2:22]([N:24](CC)CC)[CH3:23].S(Cl)(C1C=CC(C)=CC=1)(=O)=O. Product: [CH3:23][CH2:22][NH:24][C@@H:2]1[C:7]2[CH:8]=[C:9]([S:11]([NH2:14])(=[O:13])=[O:12])[S:10][C:6]=2[S:5](=[O:16])(=[O:15])[N:4]([CH2:17][CH2:18][CH2:19][O:20][CH3:21])[CH2:3]1. The catalyst class is: 7. (3) Reactant: [C:1]([O:5][C:6]([N:8]1[CH2:13][CH2:12][C:11]([OH:20])([C:14]2[CH:19]=[CH:18][CH:17]=[CH:16][CH:15]=2)[CH2:10][CH2:9]1)=[O:7])([CH3:4])([CH3:3])[CH3:2].[H-].[Na+].[CH3:23]I. Product: [C:1]([O:5][C:6]([N:8]1[CH2:9][CH2:10][C:11]([O:20][CH3:23])([C:14]2[CH:15]=[CH:16][CH:17]=[CH:18][CH:19]=2)[CH2:12][CH2:13]1)=[O:7])([CH3:4])([CH3:2])[CH3:3]. The catalyst class is: 31. (4) Reactant: [Cl:1][C:2]1[CH:7]=[CH:6][C:5]([NH:8][CH:9]([C:13]2[CH:18]=[CH:17][CH:16]=[CH:15][CH:14]=2)[C:10]([OH:12])=[O:11])=[CH:4][CH:3]=1.C1CCC(N=C=NC2CCCCC2)CC1.C1C=CC2N(O)N=NC=2C=1.[N:44]12[CH2:51][CH2:50][CH:47]([CH2:48][CH2:49]1)[C@@H:46](O)[CH2:45]2. Product: [Cl:1][C:2]1[CH:7]=[CH:6][C:5]([NH:8][CH:9]([C:13]2[CH:14]=[CH:15][CH:16]=[CH:17][CH:18]=2)[C:10]([O:12][C@@H:46]2[CH:47]3[CH2:50][CH2:51][N:44]([CH2:49][CH2:48]3)[CH2:45]2)=[O:11])=[CH:4][CH:3]=1. The catalyst class is: 1. (5) Reactant: [CH2:1]([C@@H:4]1[C@@H:8]([C:9]2[CH:14]=[CH:13][CH:12]=[CH:11][CH:10]=2)[O:7][C:6]([CH3:16])([CH3:15])[N:5]1[C:17]([O:19][CH2:20][C:21]1[CH:26]=[CH:25][CH:24]=[CH:23][CH:22]=1)=[O:18])[CH:2]=C.I([O-])(=O)(=O)=[O:28].[Na+].[O-]S([O-])(=S)=O.[Na+].[Na+]. Product: [CH3:16][C:6]1([CH3:15])[N:5]([C:17]([O:19][CH2:20][C:21]2[CH:22]=[CH:23][CH:24]=[CH:25][CH:26]=2)=[O:18])[C@H:4]([CH2:1][CH:2]=[O:28])[C@@H:8]([C:9]2[CH:14]=[CH:13][CH:12]=[CH:11][CH:10]=2)[O:7]1. The catalyst class is: 822. (6) Reactant: [F:1][C:2]([F:15])([F:14])[O:3][C:4]1[CH:9]=[CH:8][C:7]([C:10](=O)[CH2:11][CH3:12])=[CH:6][CH:5]=1.Cl.[NH2:17][OH:18].C(N(CC)CC)C. Product: [OH:18][N:17]=[C:10]([C:7]1[CH:8]=[CH:9][C:4]([O:3][C:2]([F:15])([F:14])[F:1])=[CH:5][CH:6]=1)[CH2:11][CH3:12]. The catalyst class is: 8. (7) Reactant: [NH2:1][C:2]1[CH:7]=[C:6]([CH3:8])[CH:5]=[C:4]([CH2:9][CH2:10][C:11]2[NH:20][C:14]3=[N:15][CH:16]=[C:17](Br)[CH:18]=[C:13]3[N:12]=2)[N:3]=1.C(=O)(O)[O-].[Na+].[C:26]1(B2OCCCO2)[CH:31]=[CH:30][CH:29]=[CH:28][CH:27]=1. Product: [NH2:1][C:2]1[CH:7]=[C:6]([CH3:8])[CH:5]=[C:4]([CH2:9][CH2:10][C:11]2[NH:20][C:14]3=[N:15][CH:16]=[C:17]([C:26]4[CH:31]=[CH:30][CH:29]=[CH:28][CH:27]=4)[CH:18]=[C:13]3[N:12]=2)[N:3]=1. The catalyst class is: 12.